Dataset: Reaction yield outcomes from USPTO patents with 853,638 reactions. Task: Predict the reaction yield, written as a fraction of the theoretical maximum amount of product (1.0 means a 100% yield; for example, 0.34 means a 34% yield). (1) The reactants are [F:1][C:2]1[CH:26]=[CH:25][C:5]([C:6]([N:8]([C:17]2[CH:22]=[CH:21][C:20]([O:23]C)=[CH:19][CH:18]=2)[C:9]2[CH:14]=[CH:13][C:12]([O:15]C)=[CH:11][CH:10]=2)=[O:7])=[C:4]([C:27]([F:30])([F:29])[F:28])[CH:3]=1.B(Br)(Br)Br.O.CCOC(C)=O. The catalyst is C(Cl)Cl. The product is [F:1][C:2]1[CH:26]=[CH:25][C:5]([C:6]([N:8]([C:17]2[CH:22]=[CH:21][C:20]([OH:23])=[CH:19][CH:18]=2)[C:9]2[CH:14]=[CH:13][C:12]([OH:15])=[CH:11][CH:10]=2)=[O:7])=[C:4]([C:27]([F:28])([F:29])[F:30])[CH:3]=1. The yield is 0.925. (2) The reactants are Cl[C:2]1[C:7]([O:8][CH2:9][CH2:10][O:11]C2CCCCO2)=[CH:6][CH:5]=[CH:4][N:3]=1.[CH3:18][N:19]([CH3:24])[CH2:20][CH2:21][CH2:22][OH:23].CC(C)([O-])C.[K+].C(O)(C)(C)C. The catalyst is C1(C)C=CC=CC=1. The product is [CH3:18][N:19]([CH3:24])[CH2:20][CH2:21][CH2:22][O:23][C:2]1[C:7]([O:8][CH2:9][CH2:10][OH:11])=[CH:6][CH:5]=[CH:4][N:3]=1. The yield is 0.710. (3) The reactants are [Cl:1][C:2]1[CH:14]=[C:13]([CH:15]([CH3:17])[CH3:16])[CH:12]=[CH:11][C:3]=1[C:4]([O:6]C(C)(C)C)=[O:5].FC(F)(F)C(O)=O. The catalyst is ClCCl. The product is [Cl:1][C:2]1[CH:14]=[C:13]([CH:15]([CH3:17])[CH3:16])[CH:12]=[CH:11][C:3]=1[C:4]([OH:6])=[O:5]. The yield is 0.855. (4) The reactants are Cl[C:2]1[N:7]=[N:6][C:5]([S:8]([CH3:11])(=[O:10])=[O:9])=[C:4]([N:12]2[CH2:17][CH2:16][O:15][CH2:14][CH2:13]2)[CH:3]=1.[CH3:18][C:19]1[N:24]=[CH:23][C:22]([NH2:25])=[CH:21][C:20]=1B1OC(C)(C)C(C)(C)O1.C(=O)([O-])[O-].[Na+].[Na+]. The catalyst is COCCOC.C1C=CC(P(C2C=CC=CC=2)[C-]2C=CC=C2)=CC=1.C1C=CC(P(C2C=CC=CC=2)[C-]2C=CC=C2)=CC=1.Cl[Pd]Cl.[Fe+2].C(Cl)Cl. The product is [CH3:18][C:19]1[N:24]=[CH:23][C:22]([NH2:25])=[CH:21][C:20]=1[C:2]1[N:7]=[N:6][C:5]([S:8]([CH3:11])(=[O:10])=[O:9])=[C:4]([N:12]2[CH2:17][CH2:16][O:15][CH2:14][CH2:13]2)[CH:3]=1. The yield is 0.540. (5) The reactants are [CH2:1]([NH:4][C:5]1[N:10]=[C:9]([NH:11][CH2:12][CH2:13][CH3:14])[N:8]=[C:7]([NH:15][O:16][CH2:17][CH:18]([F:20])[F:19])[N:6]=1)[CH2:2][CH3:3].[OH:21][S:22]([OH:25])(=[O:24])=[O:23]. The yield is 0.930. The catalyst is C(OCC)C.CCO. The product is [S:22]([OH:25])([OH:24])(=[O:23])=[O:21].[CH2:1]([NH:4][C:5]1[N:10]=[C:9]([NH:11][CH2:12][CH2:13][CH3:14])[N:8]=[C:7]([NH:15][O:16][CH2:17][CH:18]([F:20])[F:19])[N:6]=1)[CH2:2][CH3:3].